This data is from Experimentally validated miRNA-target interactions with 360,000+ pairs, plus equal number of negative samples. The task is: Binary Classification. Given a miRNA mature sequence and a target amino acid sequence, predict their likelihood of interaction. (1) Result: 1 (interaction). The miRNA is hsa-miR-875-5p with sequence UAUACCUCAGUUUUAUCAGGUG. The protein sequence of the target gene is MTPPPPPPPPPGPDPAADPAADPCPWPGSLVVLFGATAGALGRDLGSDETDLILLVWQVVEPRSRQVGTLHKSLVRAEAAALSTQCREASGLSADSLARAEPLDKVLQQFSQLVNGDVALLGGGPYMLCTDGQQLLRQVLHPEASRKNLVLPDMFFSFYDLRREFHMQHPSTCPARDLTVATMAQGLGLETDATEDDFGVWEVKTMVAVILHLLKEPSSQLFSKPEVIKQKYETGPCSDSTVPCPYSSKADVVDSETVVRARGLPWQSSDQDVARFFKGLNVARGGVALCLNAQGRRNGE.... (2) The miRNA is mmu-miR-802-5p with sequence UCAGUAACAAAGAUUCAUCCUU. The protein sequence of the target gene is MNRHLCVWLFRHPSLNGYLQCHIQLHSHQFRQIHLDTRLQVFRQNRNCILHLLSKNWSRRYCHQDTKMLWKHKALQKYMENLSKEYQTLEQCLQHIPVNEENRRSLNRRHAELAPLAAIYQEIQETEQAIEELESMCKSLNKQDEKQLQELALEERQTIDQKINMLYNELFQSLVPKEKYDKNDVILEVTAGRTTGGDICQQFTREIFDMYQNYSCYKHWQFELLNYTPADYGGLHHAAARISGDGVYKHLKYEGGIHRVQRIPEVGLSSRMQRIHTGTMSVIVLPQPDEVDVKLDPKDL.... Result: 0 (no interaction). (3) Result: 0 (no interaction). The miRNA is mmu-miR-3098-3p with sequence UUCUGCUGCCUGCCUUUAGGA. The protein sequence of the target gene is MAGGGAGDPGLGAAAAPAPETREHLFKVLVIGELGVGKTSIIKRYVHQLFSQHYRATIGVDFALKVLNWDSRTLVRLQLWDIAGQERFGNMTRVYYKEAVGAFVVFDISRSSTFEAVLKWKSDLDSKVHLPNGSPIPAVLLANKCDQNKDSSQSPSQVDQFCKEHGFAGWFETSAKDNINIEEAARFLVEKILVNHQSFPNEENDVDKIKLDQETLRAENKSQCC.